Dataset: Full USPTO retrosynthesis dataset with 1.9M reactions from patents (1976-2016). Task: Predict the reactants needed to synthesize the given product. (1) Given the product [NH2:31][C:20]1[CH:21]=[C:22]([CH:29]=[CH2:30])[C:23]([C:25]([F:26])([F:27])[F:28])=[CH:24][C:19]=1[C:18]([OH:39])=[O:17], predict the reactants needed to synthesize it. The reactants are: O.C1(C)C=CC(S(O)(=O)=O)=CC=1.C([O:17][C:18](=[O:39])[C:19]1[CH:24]=[C:23]([C:25]([F:28])([F:27])[F:26])[C:22]([CH:29]=[CH2:30])=[CH:21][C:20]=1[NH:31]C(OC(C)(C)C)=O)(C)(C)C. (2) Given the product [CH3:34][O:18][C:17]([C:28]1[CH:27]=[CH:32][CH:31]=[C:30]([C:4]2[CH:5]=[CH:6][CH:7]=[C:2]([Cl:1])[CH:3]=2)[N:29]=1)=[O:20], predict the reactants needed to synthesize it. The reactants are: [Cl:1][C:2]1[CH:3]=[C:4](B2OC(C)(C)C(C)(C)O2)[CH:5]=[CH:6][CH:7]=1.[C:17](=[O:20])([O-])[O-:18].[Cs+].[Cs+].COC([C:27]1[CH:28]=[N:29][CH:30]=[C:31](Br)[CH:32]=1)=O.[CH2:34](COC)OC. (3) The reactants are: P12(SP3(SP(SP(S3)(S1)=S)(=S)S2)=S)=[S:2].[C:15]([C:17]([NH:20][C:21](=[O:30])[O:22][CH2:23][C:24]1[CH:29]=[CH:28][CH:27]=[CH:26][CH:25]=1)([CH3:19])[CH3:18])#[N:16]. Given the product [NH2:16][C:15](=[S:2])[C:17]([NH:20][C:21](=[O:30])[O:22][CH2:23][C:24]1[CH:29]=[CH:28][CH:27]=[CH:26][CH:25]=1)([CH3:19])[CH3:18], predict the reactants needed to synthesize it. (4) Given the product [CH3:29][C:24]1[CH:25]=[C:26]([CH3:28])[CH:27]=[C:22]([CH3:21])[C:23]=1[N:30]1[CH2:31][CH2:32][N:33]([C:11]([C:10]2[CH:9]=[CH:8][C:7]([N:6]3[CH2:5][CH2:4][O:3][C:2]3=[O:1])=[CH:17][CH:16]=2)=[O:13])[CH2:34][CH2:35]1, predict the reactants needed to synthesize it. The reactants are: [O:1]=[C:2]1[N:6]([C:7]2[CH:17]=[CH:16][C:10]([C:11]([O:13]CC)=O)=[CH:9][CH:8]=2)[CH2:5][CH2:4][O:3]1.[OH-].[Na+].Cl.[CH3:21][C:22]1[CH:27]=[C:26]([CH3:28])[CH:25]=[C:24]([CH3:29])[C:23]=1[N:30]1[CH2:35][CH2:34][NH:33][CH2:32][CH2:31]1.O.[Cl-].COC1N=C(OC)N=C([N+]2(C)CCOCC2)N=1. (5) Given the product [CH2:1]([O:3][C:4](=[O:17])[CH2:5][CH2:6][CH2:7][C:8]1[CH:13]=[C:12]([F:14])[CH:11]=[CH:10][C:9]=1[O:15][CH3:16])[CH3:2], predict the reactants needed to synthesize it. The reactants are: [CH2:1]([O:3][C:4](=[O:17])[CH:5]=[CH:6][CH2:7][C:8]1[CH:13]=[C:12]([F:14])[CH:11]=[CH:10][C:9]=1[O:15][CH3:16])[CH3:2]. (6) Given the product [CH3:20][C:15]1[C:14]([C:8]2[CH:7]=[C:6]3[C:11]([C:2]([NH:40][CH2:39][CH:36]4[CH2:37][CH2:38][O:33][CH2:34][CH2:35]4)=[C:3]([C:21]([NH2:23])=[O:22])[CH:4]=[N:5]3)=[CH:10][C:9]=2[O:12][CH3:13])=[C:18]([CH3:19])[O:17][N:16]=1, predict the reactants needed to synthesize it. The reactants are: Cl[C:2]1[C:11]2[C:6](=[CH:7][C:8]([C:14]3[C:15]([CH3:20])=[N:16][O:17][C:18]=3[CH3:19])=[C:9]([O:12][CH3:13])[CH:10]=2)[N:5]=[CH:4][C:3]=1[C:21]([NH2:23])=[O:22].CCN(C(C)C)C(C)C.[O:33]1[CH2:38][CH2:37][CH:36]([CH2:39][NH2:40])[CH2:35][CH2:34]1. (7) The reactants are: [NH2:1][C:2]1[N:7]2[N:8]=[C:9]([CH3:11])[CH:10]=[C:6]2[N:5]=[CH:4][C:3]=1[CH2:12][OH:13]. Given the product [NH2:1][C:2]1[N:7]2[N:8]=[C:9]([CH3:11])[CH:10]=[C:6]2[N:5]=[CH:4][C:3]=1[CH:12]=[O:13], predict the reactants needed to synthesize it. (8) Given the product [OH:28][CH:25]([C@@H:4]1[CH2:3][C@H:2]([N:1]([CH:30]([CH3:32])[CH3:29])[CH3:33])[CH2:7][CH2:6][C@@H:5]1[N:8]1[CH2:12][CH2:11][C@H:10]([NH:13][C:14](=[O:23])[O:15][CH2:16][C:17]2[CH:18]=[CH:19][CH:20]=[CH:21][CH:22]=2)[C:9]1=[O:24])[CH2:26][CH3:27], predict the reactants needed to synthesize it. The reactants are: [NH2:1][C@@H:2]1[CH2:7][CH2:6][C@H:5]([N:8]2[CH2:12][CH2:11][C@H:10]([NH:13][C:14](=[O:23])[O:15][CH2:16][C:17]3[CH:22]=[CH:21][CH:20]=[CH:19][CH:18]=3)[C:9]2=[O:24])[C@H:4]([CH:25]([OH:28])[CH2:26][CH3:27])[CH2:3]1.[CH3:29][C:30]([CH3:32])=O.[C:33](O[BH-](OC(=O)C)OC(=O)C)(=O)C.[Na+].C=O.